From a dataset of Full USPTO retrosynthesis dataset with 1.9M reactions from patents (1976-2016). Predict the reactants needed to synthesize the given product. (1) Given the product [Br:1][C:2]1[CH:7]=[CH:6][CH:5]=[CH:4][C:3]=1[O:8][CH:14]1[CH2:18][CH2:17][N:16]([CH3:19])[CH2:15]1, predict the reactants needed to synthesize it. The reactants are: [Br:1][C:2]1[CH:7]=[CH:6][CH:5]=[CH:4][C:3]=1[OH:8].CS(O[CH:14]1[CH2:18][CH2:17][N:16]([CH3:19])[CH2:15]1)(=O)=O. (2) Given the product [Cl:1][C:2]1[CH:3]=[CH:4][C:5]([CH2:8][O:9][C:10]2[CH:15]=[CH:14][N:13]([C:16]3[CH:17]=[N:18][C:19]([N:34]4[CH2:33][CH2:32][N:31]([C:29]([O:28][C:24]([CH3:27])([CH3:26])[CH3:25])=[O:30])[CH2:36][CH2:35]4)=[CH:20][CH:21]=3)[C:12](=[O:23])[CH:11]=2)=[N:6][CH:7]=1, predict the reactants needed to synthesize it. The reactants are: [Cl:1][C:2]1[CH:3]=[CH:4][C:5]([CH2:8][O:9][C:10]2[CH:15]=[CH:14][N:13]([C:16]3[CH:17]=[N:18][C:19](F)=[CH:20][CH:21]=3)[C:12](=[O:23])[CH:11]=2)=[N:6][CH:7]=1.[C:24]([O:28][C:29]([N:31]1[CH2:36][CH2:35][NH:34][CH2:33][CH2:32]1)=[O:30])([CH3:27])([CH3:26])[CH3:25].C([O-])([O-])=O.[K+].[K+]. (3) Given the product [CH3:31][N:12]([CH3:11])[C:13]([C:14]1[N:15]([C:22]2[CH:27]=[CH:26][C:25]([O:28][CH3:29])=[CH:24][CH:23]=2)[C:16]([C:17]([O:19][CH2:20][CH3:21])=[O:18])=[C:2]([OH:3])[C:1]=1[OH:7])=[O:30], predict the reactants needed to synthesize it. The reactants are: [C:1](OCC)(=[O:7])[C:2](OCC)=[O:3].[CH3:11][N:12]([CH3:31])[C:13](=[O:30])[CH2:14][N:15]([C:22]1[CH:27]=[CH:26][C:25]([O:28][CH3:29])=[CH:24][CH:23]=1)[CH2:16][C:17]([O:19][CH2:20][CH3:21])=[O:18].CC[O-].[Na+].C(O)(=O)C. (4) Given the product [Cl:35][C:31]1[N:30]=[CH:29][N:28]=[C:27]2[C:32]=1[N:33]=[CH:34][N:26]2[C@H:4]1[CH2:3][C@@H:7]2[O:8][Si:9]([CH:20]([CH3:22])[CH3:21])([CH:23]([CH3:25])[CH3:24])[O:10][Si:11]([CH:17]([CH3:18])[CH3:19])([CH:14]([CH3:15])[CH3:16])[O:12][CH2:13][C@H:6]2[CH2:5]1, predict the reactants needed to synthesize it. The reactants are: C(=S)(OC1C=CC=CC=1)O[C@@H:3]1[C@@H:7]2[O:8][Si:9]([CH:23]([CH3:25])[CH3:24])([CH:20]([CH3:22])[CH3:21])[O:10][Si:11]([CH:17]([CH3:19])[CH3:18])([CH:14]([CH3:16])[CH3:15])[O:12][CH2:13][C@H:6]2[CH2:5][C@H:4]1[N:26]1[CH:34]=[N:33][C:32]2[C:27]1=[N:28][CH:29]=[N:30][C:31]=2[Cl:35].C([SnH](CCCC)CCCC)CCC.N(C(C)(C)C#N)=NC(C)(C)C#N. (5) Given the product [C:1]1([CH:7]([CH:11]2[CH2:15][CH2:14][CH2:13][CH2:12]2)[C:8]([Cl:24])=[O:9])[CH:6]=[CH:5][CH:4]=[CH:3][CH:2]=1, predict the reactants needed to synthesize it. The reactants are: [C:1]1([CH:7]([CH:11]2[CH2:15][CH2:14][CH2:13][CH2:12]2)[C:8](O)=[O:9])[CH:6]=[CH:5][CH:4]=[CH:3][CH:2]=1.CN(C)C=O.C(Cl)(=O)C([Cl:24])=O. (6) Given the product [Br:1][C:2]1[CH:3]=[C:4]([CH3:12])[N:5]=[CH:6][C:7]=1[OH:8], predict the reactants needed to synthesize it. The reactants are: [Br:1][C:2]1[C:7]([O:8]COC)=[CH:6][N:5]=[C:4]([CH3:12])[CH:3]=1.Cl. (7) Given the product [Cl:31][C:32]1[C:37]([Cl:38])=[CH:36][CH:35]=[CH:34][C:33]=1[C:11]1[C:12]2[O:13][CH:14]([CH2:17][O:18][S:19]([C:22]3[CH:23]=[CH:24][C:25]([CH3:28])=[CH:26][CH:27]=3)(=[O:20])=[O:21])[CH2:15][O:6][C:7]=2[CH:8]=[CH:9][CH:10]=1, predict the reactants needed to synthesize it. The reactants are: FC(F)(F)S([O:6][C:7]1[C:12]2[O:13][CH:14]([CH2:17][O:18][S:19]([C:22]3[CH:27]=[CH:26][C:25]([CH3:28])=[CH:24][CH:23]=3)(=[O:21])=[O:20])[CH2:15]O[C:11]=2[CH:10]=[CH:9][CH:8]=1)(=O)=O.[Cl:31][C:32]1[C:37]([Cl:38])=[CH:36][CH:35]=[CH:34][C:33]=1B(O)O.